This data is from Retrosynthesis with 50K atom-mapped reactions and 10 reaction types from USPTO. The task is: Predict the reactants needed to synthesize the given product. (1) Given the product CCCC[C@H](N)C(O)c1cc1=O, predict the reactants needed to synthesize it. The reactants are: CCCC[C@H](NC(=O)OC(C)(C)C)C(O)c1cc1=O. (2) Given the product CCOCCCC(C)=CCOc1ccc2c(c1)OCO2, predict the reactants needed to synthesize it. The reactants are: CCOCCCC(C)=CCBr.Oc1ccc2c(c1)OCO2. (3) Given the product CC(C)NCC#CCOCc1cc(Br)ccc1F, predict the reactants needed to synthesize it. The reactants are: CC(C)N.Fc1ccc(Br)cc1COCC#CCBr. (4) Given the product Nc1ncc(-n2ccnc2)s1, predict the reactants needed to synthesize it. The reactants are: Nc1ncc(Br)s1.c1c[nH]cn1. (5) Given the product O=S(=O)(Nc1nccs1)c1cc(F)c(F)cc1F, predict the reactants needed to synthesize it. The reactants are: Nc1nccs1.O=S(=O)(Cl)c1cc(F)c(F)cc1F. (6) Given the product COc1ccc(CC2c3cc(O)c(OC)cc3CCN2CC2CC2)cc1O, predict the reactants needed to synthesize it. The reactants are: COc1ccc(CC2NCCc3cc(OC)c(O)cc32)cc1O.ClCC1CC1. (7) Given the product CCOC(=O)c1cc2cc(O)c(Br)cc2[nH]1, predict the reactants needed to synthesize it. The reactants are: CCOC(=O)c1cc2cc(OC)c(Br)cc2[nH]1. (8) Given the product COc1ccc2c(Cc3cccc(C(=O)NS(C)(=O)=O)n3)c(-c3ccccc3)n(S(=O)(=O)c3ccccc3)c2c1, predict the reactants needed to synthesize it. The reactants are: COc1ccc2c(Cc3cccc(C(=O)O)n3)c(-c3ccccc3)n(S(=O)(=O)c3ccccc3)c2c1.CS(N)(=O)=O.